This data is from Full USPTO retrosynthesis dataset with 1.9M reactions from patents (1976-2016). The task is: Predict the reactants needed to synthesize the given product. (1) Given the product [Br:1][C:2]1[CH:3]=[C:4]([C:8]2[CH2:9][CH2:10][N:11]([C:14](=[O:16])[CH3:15])[CH2:12][CH:13]=2)[CH:5]=[N:6][CH:7]=1, predict the reactants needed to synthesize it. The reactants are: [Br:1][C:2]1[CH:3]=[C:4]([C:8]2[CH2:9][CH2:10][NH:11][CH2:12][CH:13]=2)[CH:5]=[N:6][CH:7]=1.[C:14](Cl)(=[O:16])[CH3:15]. (2) Given the product [C:6]([C@@H:4]([C@H:2]([C:1]([O-:10])=[O:9])[OH:3])[OH:5])([O-:8])=[O:7].[N:11]1[C:20]2[CH:19]=[C:18]3[CH2:21][CH2:22][NH2+:23][CH2:24][CH2:25][C:17]3=[CH:16][C:15]=2[N:14]=[CH:13][CH:12]=1.[N:11]1[C:1]2[CH:17]=[C:18]3[CH2:21][CH2:22][NH2+:23][CH2:24][CH2:25][C:6]3=[CH:4][C:2]=2[N:14]=[CH:13][CH:12]=1, predict the reactants needed to synthesize it. The reactants are: [C:1]([OH:10])(=[O:9])[C@@H:2]([C@H:4]([C:6]([OH:8])=[O:7])[OH:5])[OH:3].[N:11]1[C:20]2[CH:19]=[C:18]3[CH2:21][CH2:22][NH:23][CH2:24][CH2:25][C:17]3=[CH:16][C:15]=2[N:14]=[CH:13][CH:12]=1. (3) Given the product [I:1][C:2]1[C:10]2[C:9]([C:11]#[N:12])=[CH:8][CH:7]=[CH:6][C:5]=2[N:4]([CH:16]2[CH2:15][CH2:14][CH2:13][CH2:18][O:17]2)[N:3]=1, predict the reactants needed to synthesize it. The reactants are: [I:1][C:2]1[C:10]2[C:9]([C:11]#[N:12])=[CH:8][CH:7]=[CH:6][C:5]=2[NH:4][N:3]=1.[CH2:13]1[CH2:18][O:17][CH:16]=[CH:15][CH2:14]1.CC1C=CC(S(O)(=O)=O)=CC=1. (4) Given the product [CH:10]1([CH2:9][O:8][C:7]2[N:6]=[C:5]([C:13]([OH:15])=[O:14])[CH:4]=[CH:3][C:2]=2[N:16]2[CH2:20][CH2:19][CH2:18][CH2:17]2)[CH2:12][CH2:11]1, predict the reactants needed to synthesize it. The reactants are: Br[C:2]1[CH:3]=[CH:4][C:5]([C:13]([OH:15])=[O:14])=[N:6][C:7]=1[O:8][CH2:9][CH:10]1[CH2:12][CH2:11]1.[NH:16]1[CH2:20][CH2:19][CH2:18][CH2:17]1.C1C=CC(P(C2C(C3C(P(C4C=CC=CC=4)C4C=CC=CC=4)=CC=C4C=3C=CC=C4)=C3C(C=CC=C3)=CC=2)C2C=CC=CC=2)=CC=1.C([O-])([O-])=O.[Cs+].[Cs+].